This data is from Retrosynthesis with 50K atom-mapped reactions and 10 reaction types from USPTO. The task is: Predict the reactants needed to synthesize the given product. Given the product CC(=O)NC1Cc2ccccc2C1, predict the reactants needed to synthesize it. The reactants are: CC(=O)Cl.NC1Cc2ccccc2C1.